From a dataset of Forward reaction prediction with 1.9M reactions from USPTO patents (1976-2016). Predict the product of the given reaction. (1) Given the reactants [N:1]1([CH2:6][C:7]2[CH:13]=[CH:12][C:10]([NH2:11])=[CH:9][CH:8]=2)[CH:5]=[CH:4][CH:3]=[N:2]1.[Cl:14][C:15]1[CH:31]=[CH:30][C:29]([F:32])=[CH:28][C:16]=1[O:17][CH2:18][C:19]1[CH:24]=[CH:23][N:22]=[C:21]([C:25](O)=[O:26])[CH:20]=1, predict the reaction product. The product is: [Cl:14][C:15]1[CH:31]=[CH:30][C:29]([F:32])=[CH:28][C:16]=1[O:17][CH2:18][C:19]1[CH:24]=[CH:23][N:22]=[C:21]([C:25]([NH:11][C:10]2[CH:12]=[CH:13][C:7]([CH2:6][N:1]3[CH:5]=[CH:4][CH:3]=[N:2]3)=[CH:8][CH:9]=2)=[O:26])[CH:20]=1. (2) Given the reactants [N+:1]([C:4]1[CH:17]=[CH:16][C:7]([C:8]([NH:10][CH2:11][C:12]([F:15])([F:14])[F:13])=[O:9])=[CH:6][CH:5]=1)([O-])=O, predict the reaction product. The product is: [NH2:1][C:4]1[CH:5]=[CH:6][C:7]([C:8]([NH:10][CH2:11][C:12]([F:13])([F:14])[F:15])=[O:9])=[CH:16][CH:17]=1. (3) Given the reactants Cl.[NH:2]1[CH2:7][CH2:6][CH2:5][C@H:4]([OH:8])[CH2:3]1.[F:9][C:10]1[CH:15]=[C:14]([CH3:16])[CH:13]=[CH:12][C:11]=1I.P([O-])([O-])([O-])=O.[K+].[K+].[K+].C(O)CO.C(O)CCC, predict the reaction product. The product is: [F:9][C:10]1[CH:15]=[C:14]([CH3:16])[CH:13]=[CH:12][C:11]=1[N:2]1[CH2:7][CH2:6][CH2:5][CH:4]([OH:8])[CH2:3]1. (4) Given the reactants [Li+].[OH-].[OH:3][C@H:4]([C:23]1[CH:27]=[C:26]([O:28][CH2:29][C:30]2[CH:35]=[CH:34][C:33]([O:36][CH3:37])=[CH:32][CH:31]=2)[N:25]([C:38]2[CH:43]=[CH:42][CH:41]=[CH:40][CH:39]=2)[N:24]=1)[C@H:5]([CH:21]=[CH2:22])[C:6]([NH:8][C@@H:9]([CH2:14][C:15]1[CH:20]=[CH:19][CH:18]=[CH:17][CH:16]=1)[C:10]([O:12]C)=[O:11])=[O:7], predict the reaction product. The product is: [OH:3][C@H:4]([C:23]1[CH:27]=[C:26]([O:28][CH2:29][C:30]2[CH:35]=[CH:34][C:33]([O:36][CH3:37])=[CH:32][CH:31]=2)[N:25]([C:38]2[CH:43]=[CH:42][CH:41]=[CH:40][CH:39]=2)[N:24]=1)[C@H:5]([CH:21]=[CH2:22])[C:6]([NH:8][C@@H:9]([CH2:14][C:15]1[CH:16]=[CH:17][CH:18]=[CH:19][CH:20]=1)[C:10]([OH:12])=[O:11])=[O:7]. (5) Given the reactants [N:1]([C:4]1[CH:11]=[CH:10][CH:9]=[CH:8][C:5]=1[CH2:6][OH:7])=[N+:2]=[N-:3].[C:12](O)(=[O:15])[C:13]#[CH:14].C1(N=C=NC2CCCCC2)CCCCC1, predict the reaction product. The product is: [C:12]([O:7][CH2:6][C:5]1[CH:8]=[CH:9][CH:10]=[CH:11][C:4]=1[N:1]=[N+:2]=[N-:3])(=[O:15])[C:13]#[CH:14]. (6) Given the reactants Br[C:2]1[CH:3]=[N:4][N:5]([CH3:7])[CH:6]=1.C(=O)([O-])[O-].[Cs+].[Cs+].[F:14][C:15]1[CH:16]=[C:17](B(O)O)[CH:18]=[CH:19][C:20]=1[C:21]([O:23][CH3:24])=[O:22], predict the reaction product. The product is: [F:14][C:15]1[CH:16]=[C:17]([C:2]2[CH:3]=[N:4][N:5]([CH3:7])[CH:6]=2)[CH:18]=[CH:19][C:20]=1[C:21]([O:23][CH3:24])=[O:22]. (7) The product is: [C:1]([O:5][C:6](=[O:19])[NH:7][C:8]1[CH:13]=[CH:12][C:11]([C:14]([F:17])([F:16])[F:15])=[CH:10][C:9]=1[NH:18][C:25](=[O:24])[CH2:26][C:27]([C:29]1[CH:34]=[CH:33][CH:32]=[C:31]([C:35]2[CH:36]=[N:37][C:38]([CH3:42])=[CH:39][C:40]=2[CH3:41])[CH:30]=1)=[O:28])([CH3:4])([CH3:2])[CH3:3]. Given the reactants [C:1]([O:5][C:6](=[O:19])[NH:7][C:8]1[CH:13]=[CH:12][C:11]([C:14]([F:17])([F:16])[F:15])=[CH:10][C:9]=1[NH2:18])([CH3:4])([CH3:3])[CH3:2].C([O:24][C:25](=O)[CH2:26][C:27]([C:29]1[CH:34]=[CH:33][CH:32]=[C:31]([C:35]2[CH:36]=[N:37][C:38]([CH3:42])=[CH:39][C:40]=2[CH3:41])[CH:30]=1)=[O:28])(C)(C)C, predict the reaction product.